This data is from Peptide-MHC class I binding affinity with 185,985 pairs from IEDB/IMGT. The task is: Regression. Given a peptide amino acid sequence and an MHC pseudo amino acid sequence, predict their binding affinity value. This is MHC class I binding data. (1) The peptide sequence is CRTAFKPVL. The MHC is HLA-A31:01 with pseudo-sequence HLA-A31:01. The binding affinity (normalized) is 0.0847. (2) The peptide sequence is IQFMHEQGY. The MHC is HLA-B35:01 with pseudo-sequence HLA-B35:01. The binding affinity (normalized) is 0.571. (3) The peptide sequence is ELRSRYWAI. The MHC is HLA-B48:01 with pseudo-sequence YYSEYREISTNTYESNLYLSYNYYSLAVLAYEWY. The binding affinity (normalized) is 0.0847. (4) The peptide sequence is IPRNRDNLL. The MHC is HLA-A26:01 with pseudo-sequence HLA-A26:01. The binding affinity (normalized) is 0.0847. (5) The peptide sequence is LTIPTIMGR. The binding affinity (normalized) is 0.898. The MHC is HLA-A11:01 with pseudo-sequence HLA-A11:01. (6) The binding affinity (normalized) is 0.0847. The MHC is HLA-B15:09 with pseudo-sequence HLA-B15:09. The peptide sequence is KVQEWYLSY.